Dataset: Drug-target binding data from BindingDB using Ki measurements. Task: Regression. Given a target protein amino acid sequence and a drug SMILES string, predict the binding affinity score between them. We predict pKi (pKi = -log10(Ki in M); higher means stronger inhibition). Dataset: bindingdb_ki. (1) The drug is CC(C)C[C@H](NC(=O)[C@H](Cc1c[nH]c2ccccc12)NC(=O)[C@@H](NC(=O)[C@H](C)N)[C@@H](C)O)C(=O)N1CCC[C@H]1C(=O)N1CCC[C@H]1C(=O)N[C@@H](CCCNC(=N)N)C(=O)O. The target protein (Q9QWJ9) has sequence MERGLPLLCATLALALALAGAFRSDKCGGTIKIENPGYLTSPGYPHSYHPSEKCEWLIQAPEPYQRIMINFNPHFDLEDRDCKYDYVEVIDGENEGGRLWGKFCGKIAPSPVVSSGPFLFIKFVSDYETHGAGFSIRYEIFKRGPECSQNYTAPTGVIKSPGFPEKYPNSLECTYIIFAPKMSEIILEFESFDLEQDSNPPGGVFCRYDRLEIWDGFPEVGPHIGRYCGQKTPGRIRSSSGILSMVFYTDSAIAKEGFSANYSVLQSSISEDFKCMEALGMESGEIHSDQITASSQYGTNWSVERSRLNYPENGWTPGEDSYREWIQVDLGLLRFVTAVGTQGAISKETKKKYYVKTYRVDISSNGEDWITLKEGNKAIIFQGNTNPTDVVFGVFPKPLITRFVRIKPASWETGISMRFEVYGCKITDYPCSGMLGMVSGLISDSQITASNQGDRNWMPENIRLVTSRTGWALPPSPHPYINEWLQVDLGDEKIVRGVII.... The pKi is 5.3. (2) The compound is Cn1cc(-c2cc(S(C)(=O)=O)ccc2Oc2ccc3ccncc3c2)c2cc[nH]c2c1=O. The target protein sequence is EQLKCCSGILKEMFAKKHAAYAWPFYKPVDVEALGLHDYCDIIKHPMDMSTIKSKLEAREYRDAQEFGADVRLMFSNCYKYNPPDHEVVAMARKLQDVFEMRFAKM. The pKi is 8.2.